Dataset: Full USPTO retrosynthesis dataset with 1.9M reactions from patents (1976-2016). Task: Predict the reactants needed to synthesize the given product. (1) Given the product [CH2:18]([O:17][C:10](=[O:16])[C:11](=[O:13])[CH:5]([CH2:6][CH2:7][CH3:8])[C:4]([O:3][CH2:1][CH3:2])=[O:9])[CH3:19], predict the reactants needed to synthesize it. The reactants are: [CH2:1]([O:3][C:4](=[O:9])[CH2:5][CH2:6][CH2:7][CH3:8])[CH3:2].[C:10]([O:17][CH2:18][CH3:19])(=[O:16])[C:11]([O:13]CC)=O.CC[O-].[Na+]. (2) Given the product [C:25]1([CH2:24][CH2:23][O:22][C:18]2[CH:17]=[C:16]([CH:21]=[CH:20][CH:19]=2)[CH2:15][NH2:14])[CH:26]=[CH:27][CH:28]=[CH:29][CH:30]=1, predict the reactants needed to synthesize it. The reactants are: [H-].[Al+3].[Li+].[H-].[H-].[H-].C1COCC1.CO[N:14]=[CH:15][C:16]1[CH:21]=[CH:20][CH:19]=[C:18]([O:22][CH2:23][CH2:24][C:25]2[CH:30]=[CH:29][CH:28]=[CH:27][CH:26]=2)[CH:17]=1.[OH-].[Na+]. (3) The reactants are: CC(C)=O.[CH3:5][O:6][C:7]1[CH:8]=[CH:9][CH:10]=[CH:11][C:12]=1[O:13][CH2:14][CH2:15][NH:16][CH2:17][CH:18]([OH:34])[CH2:19][O:20][C:21]1[CH:22]=[CH:23][CH:24]=[C:25]2[NH:33][C:32]3[CH:31]=[CH:30][CH:29]=[CH:28][C:27]=3[C:26]=12.[C:35]([OH:42])(=[O:41])/[CH:36]=[CH:37]\[C:38]([OH:40])=[O:39]. Given the product [CH3:5][O:6][C:7]1[CH:8]=[CH:9][CH:10]=[CH:11][C:12]=1[O:13][CH2:14][CH2:15][NH:16][CH2:17][CH:18]([OH:34])[CH2:19][O:20][C:21]1[CH:22]=[CH:23][CH:24]=[C:25]2[NH:33][C:32]3[CH:31]=[CH:30][CH:29]=[CH:28][C:27]=3[C:26]=12.[C:35]([O-:42])(=[O:41])/[CH:36]=[CH:37]\[C:38]([O-:40])=[O:39], predict the reactants needed to synthesize it.